Dataset: Forward reaction prediction with 1.9M reactions from USPTO patents (1976-2016). Task: Predict the product of the given reaction. (1) The product is: [Br:1][C:2]1[CH:3]=[CH:4][C:5]([O:8][CH:16]2[CH2:20][CH2:19][CH2:18][CH2:17]2)=[CH:6][N:7]=1. Given the reactants [Br:1][C:2]1[N:7]=[CH:6][C:5]([OH:8])=[CH:4][CH:3]=1.C([O-])([O-])=O.[K+].[K+].Br[CH:16]1[CH2:20][CH2:19][CH2:18][CH2:17]1, predict the reaction product. (2) Given the reactants S([O-])([O-])=O.[Na+].[Na+].[C:7](=O)(O)[O-].[Na+].[CH3:12][O:13][C:14](=[O:29])[C:15]1[CH:24]=[C:23]([S:25](Cl)(=[O:27])=[O:26])[CH:22]=[C:17]([C:18]([O:20][CH3:21])=[O:19])[CH:16]=1.IC, predict the reaction product. The product is: [CH3:12][O:13][C:14](=[O:29])[C:15]1[CH:24]=[C:23]([S:25]([CH3:7])(=[O:27])=[O:26])[CH:22]=[C:17]([C:18]([O:20][CH3:21])=[O:19])[CH:16]=1. (3) Given the reactants [H-].[H-].[H-].[H-].[Li+].[Al+3].[CH:7]1([C@H:11]([NH:19][C:20](=O)OC(C)(C)C)[C:12]([N:14]2[CH2:17][CH:16]([OH:18])[CH2:15]2)=O)[CH2:10][CH2:9][CH2:8]1.C([O-])(O)=O.[Na+], predict the reaction product. The product is: [CH:7]1([C@H:11]([NH:19][CH3:20])[CH2:12][N:14]2[CH2:17][CH:16]([OH:18])[CH2:15]2)[CH2:10][CH2:9][CH2:8]1.